This data is from Forward reaction prediction with 1.9M reactions from USPTO patents (1976-2016). The task is: Predict the product of the given reaction. (1) Given the reactants I[C:2]1[CH:3]=[C:4]([CH:7]=[C:8](I)[C:9]=1[O:10][CH2:11][O:12][CH2:13][CH2:14][O:15][CH3:16])[CH:5]=[O:6].[C:18]1(B(O)O)[CH:23]=[CH:22][CH:21]=[CH:20][CH:19]=1.O, predict the reaction product. The product is: [CH3:16][O:15][CH2:14][CH2:13][O:12][CH2:11][O:10][C:9]1[C:8]([C:18]2[CH:23]=[CH:22][CH:21]=[CH:20][CH:19]=2)=[CH:7][C:4]([CH:5]=[O:6])=[CH:3][C:2]=1[C:2]1[CH:3]=[CH:4][CH:7]=[CH:8][CH:9]=1. (2) Given the reactants [F:1][C:2]1[CH:27]=[CH:26][CH:25]=[C:24]([F:28])[C:3]=1[C:4]([NH:6][C:7]1[S:8][C:9]([C:14]2[CH:19]=[CH:18][CH:17]=[C:16]([C:20]([F:23])([F:22])[F:21])[CH:15]=2)=[C:10]([CH:12]=O)[N:11]=1)=[O:5].Cl.[NH2:30][OH:31].N1C=CC=CC=1, predict the reaction product. The product is: [F:1][C:2]1[CH:27]=[CH:26][CH:25]=[C:24]([F:28])[C:3]=1[C:4]([NH:6][C:7]1[S:8][C:9]([C:14]2[CH:19]=[CH:18][CH:17]=[C:16]([C:20]([F:23])([F:22])[F:21])[CH:15]=2)=[C:10](/[CH:12]=[N:30]\[OH:31])[N:11]=1)=[O:5]. (3) Given the reactants [H-].[Na+].[CH2:3]([OH:10])[C:4]1[CH:9]=[CH:8][CH:7]=[CH:6][CH:5]=1.[Cl:11][C:12]1[CH:17]=[C:16](Cl)[N:15]=[CH:14][N:13]=1.[Cl-].[NH4+], predict the reaction product. The product is: [Cl:11][C:12]1[CH:17]=[C:16]([O:10][CH2:3][C:4]2[CH:9]=[CH:8][CH:7]=[CH:6][CH:5]=2)[N:15]=[CH:14][N:13]=1. (4) Given the reactants [F:1][C:2]1[CH:7]=[C:6]([F:8])[CH:5]=[CH:4][C:3]=1[C:9]1[C:10]2[CH:16]=[C:15]([C:17]([OH:19])=O)[S:14][C:11]=2[NH:12][N:13]=1.Cl.C[N:22](C)CCCN=C=NCC.[OH:32][N:33]1[C:37]2[N:38]=[CH:39][CH:40]=[CH:41][C:36]=2N=N1.CN1CCOCC1, predict the reaction product. The product is: [F:1][C:2]1[CH:7]=[C:6]([F:8])[CH:5]=[CH:4][C:3]=1[C:9]1[C:10]2[CH:16]=[C:15]([C:17]([NH:22][C@@H:40]([C:39]3[O:32][N:33]=[C:37]([CH3:36])[N:38]=3)[CH3:41])=[O:19])[S:14][C:11]=2[NH:12][N:13]=1. (5) Given the reactants [N+:1]([C:4]1[CH:13]=[CH:12][CH:11]=[C:10]2[C:5]=1[CH:6]=[CH:7][N:8]=[C:9]2[O:14][C:15]1[CH:20]=[CH:19][CH:18]=[C:17]([C:21]([F:24])([F:23])[F:22])[CH:16]=1)([O-])=O.[NH4+].[Cl-], predict the reaction product. The product is: [F:24][C:21]([F:22])([F:23])[C:17]1[CH:16]=[C:15]([CH:20]=[CH:19][CH:18]=1)[O:14][C:9]1[C:10]2[CH:11]=[CH:12][CH:13]=[C:4]([NH2:1])[C:5]=2[CH:6]=[CH:7][N:8]=1. (6) Given the reactants C1(C(C2C=CC=CC=2)[N:8]2[CH2:11][CH:10]([CH:12]([C:17]3[CH:18]=[C:19]([C:24]4[N:25]=[N:26][N:27]([CH3:29])[N:28]=4)[CH:20]=[C:21]([F:23])[CH:22]=3)[C:13]([F:16])([CH3:15])[CH3:14])[CH2:9]2)C=CC=CC=1.OCC1(OC[C@@H](O)[C@@H](O)[C@H]1O)O.[H][H], predict the reaction product. The product is: [NH:8]1[CH2:9][CH:10]([CH:12]([C:17]2[CH:18]=[C:19]([C:24]3[N:25]=[N:26][N:27]([CH3:29])[N:28]=3)[CH:20]=[C:21]([F:23])[CH:22]=2)[C:13]([F:16])([CH3:15])[CH3:14])[CH2:11]1. (7) Given the reactants [CH3:1][O:2][C:3]1[N:8]=[CH:7][C:6]([NH:9][C:10]2[C:15]([C:16]3[N:21]=[C:20]([CH3:22])[N:19]=[C:18](SC)[N:17]=3)=[CH:14][C:13]([CH2:25][N:26]3[CH2:31][CH2:30][O:29][CH2:28][CH2:27]3)=[CH:12][N:11]=2)=[CH:5][CH:4]=1.CO.[NH3:34].CC(O)C, predict the reaction product. The product is: [CH3:1][O:2][C:3]1[N:8]=[CH:7][C:6]([NH:9][C:10]2[C:15]([C:16]3[N:21]=[C:20]([CH3:22])[N:19]=[C:18]([NH2:34])[N:17]=3)=[CH:14][C:13]([CH2:25][N:26]3[CH2:31][CH2:30][O:29][CH2:28][CH2:27]3)=[CH:12][N:11]=2)=[CH:5][CH:4]=1.